The task is: Predict the product of the given reaction.. This data is from Forward reaction prediction with 1.9M reactions from USPTO patents (1976-2016). (1) Given the reactants CC1C=CC(S([N:11]2[C:15]3[N:16]=[C:17]([NH:26][C:27]4[CH:37]=[CH:36][C:30]([C:31]([O:33]CC)=[O:32])=[CH:29][CH:28]=4)[N:18]=[C:19]([NH:20][CH2:21][C:22]([F:25])([F:24])[F:23])[C:14]=3[CH:13]=[CH:12]2)(=O)=O)=CC=1.[OH-].[Na+].C(O)(=O)C, predict the reaction product. The product is: [F:25][C:22]([F:23])([F:24])[CH2:21][NH:20][C:19]1[N:18]=[C:17]([NH:26][C:27]2[CH:28]=[CH:29][C:30]([C:31]([OH:33])=[O:32])=[CH:36][CH:37]=2)[NH:16][C:15]2=[N:11][CH:12]=[CH:13][C:14]=12. (2) Given the reactants Br[C:2]1[N:3]=[C:4]([C:8]([NH:10][C:11]2[CH:16]=[CH:15][C:14]([N:17]3[CH:21]=[C:20]([CH3:22])[N:19]=[CH:18]3)=[C:13]([O:23][CH3:24])[CH:12]=2)=[O:9])[N:5]([CH3:7])[CH:6]=1.CC1C=C([C:32]2[CH:37]=[CH:36][C:35](NC(=O)C(C3C=CC=C([C:32]4[CH:37]=[CH:36][C:35](N5CCOCC5)=[CH:34][CH:33]=4)N=3)C)=[CH:34][CH:33]=2)C=CN=1, predict the reaction product. The product is: [CH3:24][O:23][C:13]1[CH:12]=[C:11]([NH:10][C:8]([C:4]2[N:5]([CH3:7])[CH:6]=[C:2]([C:32]3[CH:37]=[CH:36][CH:35]=[CH:34][CH:33]=3)[N:3]=2)=[O:9])[CH:16]=[CH:15][C:14]=1[N:17]1[CH:21]=[C:20]([CH3:22])[N:19]=[CH:18]1. (3) Given the reactants C[O:2][C:3]([C:5]1[CH:10]=[CH:9][C:8](=[O:11])[N:7]([CH3:12])[CH:6]=1)=O.O.[NH2:14][NH2:15], predict the reaction product. The product is: [CH3:12][N:7]1[C:8](=[O:11])[CH:9]=[CH:10][C:5]([C:3]([NH:14][NH2:15])=[O:2])=[CH:6]1.